The task is: Predict the product of the given reaction.. This data is from Forward reaction prediction with 1.9M reactions from USPTO patents (1976-2016). (1) Given the reactants F[C:2]1[CH:7]=[CH:6][C:5]([I:8])=[CH:4][C:3]=1[N+:9]([O-:11])=[O:10].[OH:12][CH2:13][C:14]1([CH2:17][OH:18])[CH2:16][CH2:15]1.C([O-])([O-])=O.[K+].[K+], predict the reaction product. The product is: [I:8][C:5]1[CH:6]=[CH:7][C:2]([O:12][CH2:13][C:14]2([CH2:17][OH:18])[CH2:16][CH2:15]2)=[C:3]([N+:9]([O-:11])=[O:10])[CH:4]=1. (2) Given the reactants [C:1]1([C:7]2[NH:8][CH:9]=[C:10]([CH:12]=[O:13])[N:11]=2)[CH:6]=[CH:5][CH:4]=[CH:3][CH:2]=1.[H-].[Na+].Cl[C:17]1[N:22]=[CH:21][CH:20]=[CH:19][N:18]=1.O, predict the reaction product. The product is: [C:1]1([C:7]2[N:8]([C:17]3[N:22]=[CH:21][CH:20]=[CH:19][N:18]=3)[CH:9]=[C:10]([CH:12]=[O:13])[N:11]=2)[CH:2]=[CH:3][CH:4]=[CH:5][CH:6]=1. (3) Given the reactants [Br:1][C:2]1[CH:3]=[CH:4][C:5]2[C:11]3[S:12][C:13]([C:15]([OH:17])=O)=[CH:14][C:10]=3[CH2:9][CH2:8][O:7][C:6]=2[CH:18]=1.[Si]([O:26][CH2:27][CH2:28][NH:29][C:30]1[CH:35]=[CH:34][CH:33]=[CH:32][C:31]=1[Cl:36])(C(C)(C)C)(C)C, predict the reaction product. The product is: [Br:1][C:2]1[CH:3]=[CH:4][C:5]2[C:11]3[S:12][C:13]([C:15]([N:29]([C:30]4[CH:35]=[CH:34][CH:33]=[CH:32][C:31]=4[Cl:36])[CH2:28][CH2:27][OH:26])=[O:17])=[CH:14][C:10]=3[CH2:9][CH2:8][O:7][C:6]=2[CH:18]=1. (4) Given the reactants CC([O-])(C)C.[K+].[CH2:7]([C:12]1[O:13][CH:14]=[CH:15][CH:16]=1)[CH2:8][CH2:9][CH2:10][CH3:11].[SiH:17]([CH2:26][CH2:27][CH2:28][CH3:29])([CH2:22][CH2:23][CH2:24][CH3:25])[CH2:18][CH2:19][CH2:20][CH3:21], predict the reaction product. The product is: [CH2:26]([Si:17]([CH2:18][CH2:19][CH2:20][CH3:21])([CH2:22][CH2:23][CH2:24][CH3:25])[C:14]1[O:13][C:12]([CH2:7][CH2:8][CH2:9][CH2:10][CH3:11])=[CH:16][CH:15]=1)[CH2:27][CH2:28][CH3:29]. (5) Given the reactants Cl[CH2:2][C:3](Cl)=[O:4].[NH2:6][C:7]1[CH:12]=[CH:11][CH:10]=[C:9]([CH3:13])[C:8]=1[OH:14].C(N(CC)CC)C, predict the reaction product. The product is: [CH3:13][C:9]1[C:8]2[O:14][CH2:2][C:3](=[O:4])[NH:6][C:7]=2[CH:12]=[CH:11][CH:10]=1. (6) Given the reactants [Br:1][C:2]1[CH:11]=[CH:10][C:9]2[N:8]=[CH:7][C:6]3[N:12]([CH3:23])[C:13](=[O:22])[N:14]([C:15]4[C:16]([CH3:21])=[N:17][N:18]([CH3:20])[CH:19]=4)[C:5]=3[C:4]=2[CH:3]=1.BrC1C=CC2N=CC3NC(=O)N(C4C(C)=NN(C[C:44]([N:46]5[CH2:51][CH2:50][N:49]([CH3:52])[CH2:48][CH2:47]5)=[O:45])C=4)C=3C=2C=1, predict the reaction product. The product is: [Br:1][C:2]1[CH:11]=[CH:10][C:9]2[N:8]=[CH:7][C:6]3[N:12]([CH3:23])[C:13](=[O:22])[N:14]([C:15]4[C:16]([CH3:21])=[N:17][N:18]([CH2:20][C:44]([N:46]5[CH2:51][CH2:50][N:49]([CH3:52])[CH2:48][CH2:47]5)=[O:45])[CH:19]=4)[C:5]=3[C:4]=2[CH:3]=1.